From a dataset of NCI-60 drug combinations with 297,098 pairs across 59 cell lines. Regression. Given two drug SMILES strings and cell line genomic features, predict the synergy score measuring deviation from expected non-interaction effect. (1) Drug 1: C1=NNC2=C1C(=O)NC=N2. Drug 2: C(CCl)NC(=O)N(CCCl)N=O. Cell line: K-562. Synergy scores: CSS=1.64, Synergy_ZIP=-2.92, Synergy_Bliss=-0.801, Synergy_Loewe=-7.62, Synergy_HSA=-2.37. (2) Drug 2: CN1C2=C(C=C(C=C2)N(CCCl)CCCl)N=C1CCCC(=O)O.Cl. Synergy scores: CSS=11.2, Synergy_ZIP=-0.0240, Synergy_Bliss=5.71, Synergy_Loewe=2.11, Synergy_HSA=4.76. Cell line: HCC-2998. Drug 1: C1CC(C1)(C(=O)O)C(=O)O.[NH2-].[NH2-].[Pt+2]. (3) Drug 2: CC12CCC3C(C1CCC2=O)CC(=C)C4=CC(=O)C=CC34C. Drug 1: C1CN1C2=NC(=NC(=N2)N3CC3)N4CC4. Synergy scores: CSS=9.10, Synergy_ZIP=6.45, Synergy_Bliss=7.27, Synergy_Loewe=3.71, Synergy_HSA=5.30. Cell line: MCF7. (4) Drug 1: CNC(=O)C1=CC=CC=C1SC2=CC3=C(C=C2)C(=NN3)C=CC4=CC=CC=N4. Drug 2: CC1=C(N=C(N=C1N)C(CC(=O)N)NCC(C(=O)N)N)C(=O)NC(C(C2=CN=CN2)OC3C(C(C(C(O3)CO)O)O)OC4C(C(C(C(O4)CO)O)OC(=O)N)O)C(=O)NC(C)C(C(C)C(=O)NC(C(C)O)C(=O)NCCC5=NC(=CS5)C6=NC(=CS6)C(=O)NCCC[S+](C)C)O. Cell line: HL-60(TB). Synergy scores: CSS=-8.59, Synergy_ZIP=-4.48, Synergy_Bliss=-18.5, Synergy_Loewe=-17.6, Synergy_HSA=-17.2. (5) Drug 1: CC1OCC2C(O1)C(C(C(O2)OC3C4COC(=O)C4C(C5=CC6=C(C=C35)OCO6)C7=CC(=C(C(=C7)OC)O)OC)O)O. Drug 2: C#CCC(CC1=CN=C2C(=N1)C(=NC(=N2)N)N)C3=CC=C(C=C3)C(=O)NC(CCC(=O)O)C(=O)O. Cell line: NCIH23. Synergy scores: CSS=42.9, Synergy_ZIP=-1.57, Synergy_Bliss=-2.01, Synergy_Loewe=-3.27, Synergy_HSA=-3.27. (6) Drug 1: CCCS(=O)(=O)NC1=C(C(=C(C=C1)F)C(=O)C2=CNC3=C2C=C(C=N3)C4=CC=C(C=C4)Cl)F. Drug 2: CC1=C2C(C(=O)C3(C(CC4C(C3C(C(C2(C)C)(CC1OC(=O)C(C(C5=CC=CC=C5)NC(=O)OC(C)(C)C)O)O)OC(=O)C6=CC=CC=C6)(CO4)OC(=O)C)OC)C)OC. Cell line: SF-539. Synergy scores: CSS=62.9, Synergy_ZIP=12.7, Synergy_Bliss=14.9, Synergy_Loewe=-28.5, Synergy_HSA=15.6. (7) Drug 1: CC1=C2C(C(=O)C3(C(CC4C(C3C(C(C2(C)C)(CC1OC(=O)C(C(C5=CC=CC=C5)NC(=O)C6=CC=CC=C6)O)O)OC(=O)C7=CC=CC=C7)(CO4)OC(=O)C)O)C)OC(=O)C. Drug 2: CC1CCCC2(C(O2)CC(NC(=O)CC(C(C(=O)C(C1O)C)(C)C)O)C(=CC3=CSC(=N3)C)C)C. Cell line: SNB-75. Synergy scores: CSS=33.7, Synergy_ZIP=-1.20, Synergy_Bliss=-2.27, Synergy_Loewe=-4.98, Synergy_HSA=-0.449. (8) Drug 1: C1=C(C(=O)NC(=O)N1)N(CCCl)CCCl. Drug 2: C1C(C(OC1N2C=NC3=C2NC=NCC3O)CO)O. Cell line: MCF7. Synergy scores: CSS=20.7, Synergy_ZIP=-4.22, Synergy_Bliss=-2.59, Synergy_Loewe=-6.13, Synergy_HSA=-1.39. (9) Drug 1: C1=CN(C(=O)N=C1N)C2C(C(C(O2)CO)O)O.Cl. Drug 2: C1=NC2=C(N=C(N=C2N1C3C(C(C(O3)CO)O)F)Cl)N. Cell line: 786-0. Synergy scores: CSS=39.5, Synergy_ZIP=1.68, Synergy_Bliss=4.10, Synergy_Loewe=4.09, Synergy_HSA=6.28. (10) Drug 1: C1=CC(=C2C(=C1NCCNCCO)C(=O)C3=C(C=CC(=C3C2=O)O)O)NCCNCCO. Drug 2: CC1C(C(CC(O1)OC2CC(OC(C2O)C)OC3=CC4=CC5=C(C(=O)C(C(C5)C(C(=O)C(C(C)O)O)OC)OC6CC(C(C(O6)C)O)OC7CC(C(C(O7)C)O)OC8CC(C(C(O8)C)O)(C)O)C(=C4C(=C3C)O)O)O)O. Cell line: MDA-MB-435. Synergy scores: CSS=22.3, Synergy_ZIP=3.72, Synergy_Bliss=8.01, Synergy_Loewe=-27.1, Synergy_HSA=5.97.